Dataset: NCI-60 drug combinations with 297,098 pairs across 59 cell lines. Task: Regression. Given two drug SMILES strings and cell line genomic features, predict the synergy score measuring deviation from expected non-interaction effect. (1) Drug 1: CCC(=C(C1=CC=CC=C1)C2=CC=C(C=C2)OCCN(C)C)C3=CC=CC=C3.C(C(=O)O)C(CC(=O)O)(C(=O)O)O. Drug 2: CCC1(C2=C(COC1=O)C(=O)N3CC4=CC5=C(C=CC(=C5CN(C)C)O)N=C4C3=C2)O.Cl. Cell line: SK-MEL-28. Synergy scores: CSS=38.3, Synergy_ZIP=-12.6, Synergy_Bliss=-4.98, Synergy_Loewe=-15.2, Synergy_HSA=-3.49. (2) Drug 2: C1=NC(=NC(=O)N1C2C(C(C(O2)CO)O)O)N. Drug 1: CC1=CC=C(C=C1)C2=CC(=NN2C3=CC=C(C=C3)S(=O)(=O)N)C(F)(F)F. Synergy scores: CSS=28.8, Synergy_ZIP=-3.77, Synergy_Bliss=0.624, Synergy_Loewe=-12.4, Synergy_HSA=-1.28. Cell line: U251.